This data is from Full USPTO retrosynthesis dataset with 1.9M reactions from patents (1976-2016). The task is: Predict the reactants needed to synthesize the given product. (1) Given the product [F:1][C:2]1[CH:3]=[C:4]([CH:5]=[CH:6][C:7]=1[F:8])[CH2:9][O:10][C:12]1[CH:29]=[C:16]2[NH:17][C@H:18]([CH3:21])[CH2:19][CH2:20][N:15]2[C:14](=[O:30])[N:13]=1, predict the reactants needed to synthesize it. The reactants are: [F:1][C:2]1[CH:3]=[C:4]([CH2:9][OH:10])[CH:5]=[CH:6][C:7]=1[F:8].Cl[C:12]1[CH:29]=[C:16]2[N:17](C(OC(C)(C)C)=O)[C@H:18]([CH3:21])[CH2:19][CH2:20][N:15]2[C:14](=[O:30])[N:13]=1. (2) Given the product [N:51]1([CH2:57][CH2:58][O:31][C:30](=[O:32])[C@H:29]([OH:33])[CH2:28][N:12]([CH2:13][C:14]2[CH:19]=[CH:18][C:17]([C:20]3[CH:25]=[C:24]([Cl:26])[CH:23]=[CH:22][C:21]=3[F:27])=[CH:16][CH:15]=2)[NH:11][C:9]([C:6]2[NH:7][N:8]=[C:4]([C:1](=[O:3])[CH3:2])[CH:5]=2)=[O:10])[CH2:56][CH2:55][O:54][CH2:53][CH2:52]1, predict the reactants needed to synthesize it. The reactants are: [C:1]([C:4]1[CH:5]=[C:6]([C:9]([NH:11][N:12]([CH2:28][C@@H:29]([OH:33])[C:30]([OH:32])=[O:31])[CH2:13][C:14]2[CH:19]=[CH:18][C:17]([C:20]3[CH:25]=[C:24]([Cl:26])[CH:23]=[CH:22][C:21]=3[F:27])=[CH:16][CH:15]=2)=[O:10])[NH:7][N:8]=1)(=[O:3])[CH3:2].C1C=CC2N(O)N=NC=2C=1.C(Cl)CCl.C(Cl)Cl.[N:51]1([CH2:57][CH2:58]O)[CH2:56][CH2:55][O:54][CH2:53][CH2:52]1. (3) Given the product [ClH:1].[ClH:25].[C@H:28]1([CH2:38][N:39]2[CH2:44][CH2:43][CH:42]([NH:45][C:22]([C:16]3[NH:17][C:18]4[C:14]([CH:15]=3)=[C:13]([O:12][CH2:11][C:8]3[C:7]5[C:2]([Cl:1])=[CH:3][CH:4]=[CH:5][C:6]=5[O:10][CH:9]=3)[CH:21]=[CH:20][CH:19]=4)=[O:24])[CH2:41][CH2:40]2)[C@@H:37]2[N:32]([CH2:33][CH2:34][CH2:35][CH2:36]2)[CH2:31][CH2:30][CH2:29]1, predict the reactants needed to synthesize it. The reactants are: [Cl:1][C:2]1[C:7]2[C:8]([CH2:11][O:12][C:13]3[CH:21]=[CH:20][CH:19]=[C:18]4[C:14]=3[CH:15]=[C:16]([C:22]([OH:24])=O)[NH:17]4)=[CH:9][O:10][C:6]=2[CH:5]=[CH:4][CH:3]=1.[ClH:25].Cl.Cl.[C@H:28]1([CH2:38][N:39]2[CH2:44][CH2:43][CH:42]([NH2:45])[CH2:41][CH2:40]2)[C@@H:37]2[N:32]([CH2:33][CH2:34][CH2:35][CH2:36]2)[CH2:31][CH2:30][CH2:29]1. (4) Given the product [CH2:38]([NH:41][C:24]([C@@H:9]1[CH2:10][C:11](=[N:13][O:14][CH2:15][C:16]2[CH:17]=[CH:18][C:19]([O:22][CH3:23])=[CH:20][CH:21]=2)[CH2:12][N:8]1[C:6](=[O:7])[CH2:34][O:27][C:28]1[CH:29]=[CH:30][CH:31]=[CH:32][CH:33]=1)=[O:26])[CH:39]=[CH2:40], predict the reactants needed to synthesize it. The reactants are: C(O[C:6]([N:8]1[CH2:12][C:11](=[N:13][O:14][CH2:15][C:16]2[CH:21]=[CH:20][C:19]([O:22][CH3:23])=[CH:18][CH:17]=2)[CH2:10][C@H:9]1[C:24]([OH:26])=O)=[O:7])(C)(C)C.[O:27]([CH2:34]C(Cl)=O)[C:28]1[CH:33]=[CH:32][CH:31]=[CH:30][CH:29]=1.[CH2:38]([NH2:41])[CH:39]=[CH2:40]. (5) Given the product [F:1][C:2]1[CH:3]=[C:4]([CH:18]=[CH:19][CH:20]=1)[CH2:5][O:6][C:7]1[CH:12]=[CH:11][C:10]([CH:13]=[CH:14][C:15]([NH2:21])=[O:16])=[CH:9][CH:8]=1, predict the reactants needed to synthesize it. The reactants are: [F:1][C:2]1[CH:3]=[C:4]([CH:18]=[CH:19][CH:20]=1)[CH2:5][O:6][C:7]1[CH:12]=[CH:11][C:10]([CH:13]=[CH:14][C:15](Cl)=[O:16])=[CH:9][CH:8]=1.[NH3:21]. (6) Given the product [NH2:1][C:2]1[C:11]([C:12]([NH:14][C:15]2[CH:16]=[N:17][CH:18]=[C:19]([Cl:27])[C:20]=2[N:21]2[CH2:26][CH2:25][N:24]([CH:30]3[CH2:31][O:28][CH2:29]3)[CH2:23][CH2:22]2)=[O:13])=[C:5]2[N:6]=[CH:7][C:8]([F:10])=[CH:9][N:4]2[N:3]=1, predict the reactants needed to synthesize it. The reactants are: [NH2:1][C:2]1[C:11]([C:12]([NH:14][C:15]2[CH:16]=[N:17][CH:18]=[C:19]([Cl:27])[C:20]=2[N:21]2[CH2:26][CH2:25][NH:24][CH2:23][CH2:22]2)=[O:13])=[C:5]2[N:6]=[CH:7][C:8]([F:10])=[CH:9][N:4]2[N:3]=1.[O:28]1[CH2:31][C:30](=O)[CH2:29]1.ClC1C=CC2N=NN(OC(=[N+](C)C)N(C)C)C=2C=1. (7) Given the product [CH3:16][C:14]1[S:13][C:4]2[NH:5][C:6]3[CH:12]=[CH:11][CH:10]=[CH:9][C:7]=3[N:8]=[C:2]([N:1]3[CH2:22][CH2:23][N:18]([CH3:17])[CH2:19][CH2:20]3)[C:3]=2[CH:15]=1, predict the reactants needed to synthesize it. The reactants are: [NH2:1][C:2]1[C:3]2[CH:15]=[C:14]([CH3:16])[S:13][C:4]=2[NH:5][C:6]2[CH:12]=[CH:11][CH:10]=[CH:9][C:7]=2[N:8]=1.[CH3:17][N:18]1[CH2:23][CH2:22]N[CH2:20][CH2:19]1.CC(O)CC. (8) The reactants are: [C:1]([N:3]=[C:4]([NH:7][CH:8]([C:10]1[CH:15]=[CH:14][C:13]([Cl:16])=[CH:12][C:11]=1[Cl:17])[CH3:9])[CH2:5][CH3:6])#[N:2].[H-].[Na+].I[CH3:21]. Given the product [C:1]([N:3]=[C:4]([N:7]([CH:8]([C:10]1[CH:15]=[CH:14][C:13]([Cl:16])=[CH:12][C:11]=1[Cl:17])[CH3:9])[CH3:21])[CH2:5][CH3:6])#[N:2], predict the reactants needed to synthesize it. (9) Given the product [CH3:5][CH2:8][O:9][C:10]([C:12]1[CH:17]=[CH:16][C:15]([N:18]([CH2:19][CH:37]([OH:38])[CH3:36])[CH2:20][CH:27]([OH:28])[CH3:26])=[CH:14][CH:13]=1)=[O:11], predict the reactants needed to synthesize it. The reactants are: CCCC[CH:5]([CH2:8][O:9][C:10]([C:12]1[CH:13]=[CH:14][C:15]([N:18]([CH3:20])[CH3:19])=[CH:16][CH:17]=1)=[O:11])CC.C1[C:26]([C:27](OCC(O)CO)=[O:28])=CC=C(N)C=1.[CH3:36][CH2:37][O:38]C(C1C=CC(N(CCO)CCO)=CC=1)=O.